From a dataset of Full USPTO retrosynthesis dataset with 1.9M reactions from patents (1976-2016). Predict the reactants needed to synthesize the given product. (1) Given the product [N+:5]([O:8][CH2:9][CH2:10][CH2:11][C:12]([Cl:3])=[O:14])([O-:7])=[O:6], predict the reactants needed to synthesize it. The reactants are: S(Cl)([Cl:3])=O.[N+:5]([O:8][CH2:9][CH2:10][CH2:11][C:12]([OH:14])=O)([O-:7])=[O:6]. (2) Given the product [CH2:17]([O:21][CH2:22][CH2:23][O:24][C:25]1[CH:26]=[CH:27][C:28]([C:31]2[CH:38]=[C:35](/[CH:36]=[CH:11]/[C:12]([O:14][CH2:15][CH3:16])=[O:13])[C:34]([N:39]3[CH2:43][CH2:42][CH2:41][CH2:40]3)=[N:33][CH:32]=2)=[CH:29][CH:30]=1)[CH2:18][CH2:19][CH3:20], predict the reactants needed to synthesize it. The reactants are: [H-].[Na+].C(OP([CH2:11][C:12]([O:14][CH2:15][CH3:16])=[O:13])(OCC)=O)C.[CH2:17]([O:21][CH2:22][CH2:23][O:24][C:25]1[CH:30]=[CH:29][C:28]([C:31]2[CH:32]=[N:33][C:34]([N:39]3[CH2:43][CH2:42][CH2:41][CH2:40]3)=[C:35]([CH:38]=2)[CH:36]=O)=[CH:27][CH:26]=1)[CH2:18][CH2:19][CH3:20].